This data is from Reaction yield outcomes from USPTO patents with 853,638 reactions. The task is: Predict the reaction yield, written as a fraction of the theoretical maximum amount of product (1.0 means a 100% yield; for example, 0.34 means a 34% yield). (1) The reactants are [F:1][C:2]1[CH:27]=[CH:26][CH:25]=[C:24]([F:28])[C:3]=1[C:4]([NH:6][C:7]1[C:8]([C:12]2[NH:16][C:15]3[CH:17]=[CH:18][C:19]([C:21]([OH:23])=O)=[CH:20][C:14]=3[N:13]=2)=[N:9][NH:10][CH:11]=1)=[O:5].[CH3:29][N:30]1[CH2:35][CH2:34][NH:33][CH2:32][CH2:31]1.C(Cl)CCl.C1C=CC2N(O)N=NC=2C=1. The catalyst is CN(C=O)C.CCOC(C)=O. The product is [F:1][C:2]1[CH:27]=[CH:26][CH:25]=[C:24]([F:28])[C:3]=1[C:4]([NH:6][C:7]1[C:8]([C:12]2[NH:16][C:15]3[CH:17]=[CH:18][C:19]([C:21]([N:33]4[CH2:34][CH2:35][N:30]([CH3:29])[CH2:31][CH2:32]4)=[O:23])=[CH:20][C:14]=3[N:13]=2)=[N:9][NH:10][CH:11]=1)=[O:5]. The yield is 0.260. (2) The reactants are [CH2:1]([O:3][C:4]([C:6]1[O:7][C:8]2[CH:15]=[CH:14][C:13]([C:16]([CH2:19][CH3:20])=[CH:17][CH3:18])=[CH:12][C:9]=2[C:10]=1[CH3:11])=[O:5])[CH3:2].[C:21]1([CH3:28])[C:26]([OH:27])=[CH:25][CH:24]=CC=1.B(F)(F)F.[CH3:33][CH2:34]OCC. No catalyst specified. The product is [CH2:1]([O:3][C:4]([C:6]1[O:7][C:8]2[CH:15]=[CH:14][C:13]([C:16]([CH2:33][CH3:34])([C:19]3[CH:24]=[CH:25][C:26]([OH:27])=[C:21]([CH3:28])[CH:20]=3)[CH2:17][CH3:18])=[CH:12][C:9]=2[C:10]=1[CH3:11])=[O:5])[CH3:2]. The yield is 0.910. (3) No catalyst specified. The product is [CH2:14]([O:13][C:11]([N:10]=[S:8]([C:4]1[CH:5]=[CH:6][CH:7]=[C:2]([NH:1][C:21]2[N:20]=[C:19]([O:25][CH3:26])[C:18]([Br:17])=[CH:23][N:22]=2)[CH:3]=1)([CH3:16])=[O:9])=[O:12])[CH3:15]. The yield is 0.430. The reactants are [NH2:1][C:2]1[CH:3]=[C:4]([S:8]([CH3:16])(=[N:10][C:11]([O:13][CH2:14][CH3:15])=[O:12])=[O:9])[CH:5]=[CH:6][CH:7]=1.[Br:17][C:18]1[C:19]([O:25][CH3:26])=[N:20][C:21](Cl)=[N:22][CH:23]=1. (4) The reactants are [Br:1][C:2]1[CH:7]=[CH:6][C:5](I)=[CH:4][CH:3]=1.[CH3:9][C:10]([CH3:44])([CH3:43])[C:11]([O:13][CH2:14][C@@H:15]1[C@@H:20]([O:21][C:22](=[O:27])[C:23]([CH3:26])([CH3:25])[CH3:24])[C@H:19]([O:28][C:29](=[O:34])[C:30]([CH3:33])([CH3:32])[CH3:31])[C@H:18]([O:35][C:36](=[O:41])[C:37]([CH3:40])([CH3:39])[CH3:38])[C@@H:17](Br)[O:16]1)=[O:12].Cl. The catalyst is CCCCCC.CCCCCCC.C(OCCCC)CCC.C1(C)C=CC=CC=1.C(OCCCC)CCC.[Zn+2].[Br-].[Br-].[Li+].[Br-]. The product is [CH3:9][C:10]([CH3:44])([CH3:43])[C:11]([O:13][CH2:14][C@@H:15]1[C@@H:20]([O:21][C:22](=[O:27])[C:23]([CH3:24])([CH3:25])[CH3:26])[C@H:19]([O:28][C:29](=[O:34])[C:30]([CH3:32])([CH3:31])[CH3:33])[C@H:18]([O:35][C:36](=[O:41])[C:37]([CH3:40])([CH3:39])[CH3:38])[C@@H:17]([C:5]2[CH:6]=[CH:7][C:2]([Br:1])=[CH:3][CH:4]=2)[O:16]1)=[O:12]. The yield is 0.440. (5) The reactants are [F:1][C:2]1[CH:3]=[CH:4][C:5]([NH:8][NH:9][C:10]([C@@H:12]2[CH2:16][C@@H:15]([F:17])[CH2:14][N:13]2[CH3:18])=O)=[N:6][CH:7]=1.C1C=CC(P(C2C=CC=CC=2)C2C=CC=CC=2)=CC=1.CCN(CC)CC.ClC(Cl)(Cl)C(Cl)(Cl)Cl. The catalyst is C1COCC1.O. The product is [F:1][C:2]1[CH:3]=[CH:4][C:5]2[N:6]([C:10]([C@@H:12]3[CH2:16][C@@H:15]([F:17])[CH2:14][N:13]3[CH3:18])=[N:9][N:8]=2)[CH:7]=1. The yield is 0.630.